This data is from Catalyst prediction with 721,799 reactions and 888 catalyst types from USPTO. The task is: Predict which catalyst facilitates the given reaction. (1) Reactant: [ClH:1].O1CCOCC1.OC(C(F)(F)F)=O.[OH:15][C:16]1[CH:21]=[CH:20][C:19]([NH:22][C:23]([N:25]2[CH2:30][CH2:29][N:28](C(OC(C)(C)C)=O)[CH2:27][C@@H:26]2[CH2:38][O:39][C:40]2[CH:41]=[N:42][CH:43]=[CH:44][CH:45]=2)=[O:24])=[CH:18][CH:17]=1. Product: [ClH:1].[ClH:1].[OH:15][C:16]1[CH:21]=[CH:20][C:19]([NH:22][C:23]([N:25]2[CH2:30][CH2:29][NH:28][CH2:27][CH:26]2[CH2:38][O:39][C:40]2[CH:41]=[N:42][CH:43]=[CH:44][CH:45]=2)=[O:24])=[CH:18][CH:17]=1. The catalyst class is: 5. (2) Reactant: [CH2:1]([N:3]1[C:8](=[O:9])[C:7]2[C:10]([CH3:18])=[C:11]([C:13]3[O:14][CH:15]=[CH:16][CH:17]=3)[S:12][C:6]=2[NH:5][C:4]1=[O:19])[CH3:2].[C:20](=O)([O-])[O-].[K+].[K+].CI. Product: [CH2:1]([N:3]1[C:8](=[O:9])[C:7]2[C:10]([CH3:18])=[C:11]([C:13]3[O:14][CH:15]=[CH:16][CH:17]=3)[S:12][C:6]=2[N:5]([CH3:20])[C:4]1=[O:19])[CH3:2]. The catalyst class is: 9. (3) Reactant: [CH3:1][C:2]1[O:6][C:5]([C:7]2[CH:12]=[CH:11][CH:10]=[CH:9][CH:8]=2)=[N:4][C:3]=1[CH2:13][O:14][C:15]1[CH:19]=[C:18]([CH2:20]O)[O:17][N:16]=1.S(Cl)([Cl:24])=O.C(=O)([O-])O.[Na+]. Product: [Cl:24][CH2:20][C:18]1[O:17][N:16]=[C:15]([O:14][CH2:13][C:3]2[N:4]=[C:5]([C:7]3[CH:12]=[CH:11][CH:10]=[CH:9][CH:8]=3)[O:6][C:2]=2[CH3:1])[CH:19]=1. The catalyst class is: 11. (4) Reactant: [N:1]([C@@H:4]1[CH2:10][CH2:9][C@@H:8]([C:11]2[N:15]([CH3:16])[N:14]=[CH:13][C:12]=2[N+:17]([O-:19])=[O:18])[O:7][CH2:6][C@H:5]1[OH:20])=[N+:2]=[N-:3].CC(OI1(OC(C)=O)(OC(C)=O)OC(=O)C2C=CC=CC1=2)=O.C([O-])(O)=O.[Na+].S([O-])([O-])(=O)=S.[Na+].[Na+]. Product: [N:1]([C@@H:4]1[CH2:10][CH2:9][C@@H:8]([C:11]2[N:15]([CH3:16])[N:14]=[CH:13][C:12]=2[N+:17]([O-:19])=[O:18])[O:7][CH2:6][C:5]1=[O:20])=[N+:2]=[N-:3]. The catalyst class is: 2. (5) Reactant: [O:1]1[C:5]2[CH:6]=[CH:7][CH:8]=[CH:9][C:4]=2[N:3]=[C:2]1[C:10]1[CH:18]=[CH:17][C:13]([C:14]([OH:16])=O)=[CH:12][CH:11]=1.FC(F)(F)C(O)=O.[CH2:26]([NH:28][C:29]([C@H:31]1[CH2:35][CH2:34][C@@H:33]([NH:36][CH3:37])[CH2:32]1)=[O:30])[CH3:27].Cl.CN(C)CCCN=C=NCC.ON1C2C=CC=CC=2N=N1.CN1CCOCC1. Product: [O:1]1[C:5]2[CH:6]=[CH:7][CH:8]=[CH:9][C:4]=2[N:3]=[C:2]1[C:10]1[CH:11]=[CH:12][C:13]([C:14]([N:36]([C@@H:33]2[CH2:34][CH2:35][C@H:31]([C:29](=[O:30])[NH:28][CH2:26][CH3:27])[CH2:32]2)[CH3:37])=[O:16])=[CH:17][CH:18]=1. The catalyst class is: 35. (6) Reactant: [CH2:1]([O:3][C:4]([C:6]1[CH:7]=[C:8]2[C:13](=[CH:14][CH:15]=1)[NH:12][CH:11]([C:16]1[CH:21]=[CH:20][CH:19]=[C:18](Br)[CH:17]=1)[C:10]([CH3:24])([CH3:23])[CH2:9]2)=[O:5])[CH3:2].[Cl:25][C:26]1[CH:31]=[CH:30][C:29](B(O)O)=[CH:28][CH:27]=1.C(=O)([O-])[O-].[Na+].[Na+].O. Product: [CH2:1]([O:3][C:4]([C:6]1[CH:7]=[C:8]2[C:13](=[CH:14][CH:15]=1)[NH:12][CH:11]([C:16]1[CH:17]=[C:18]([C:29]3[CH:30]=[CH:31][C:26]([Cl:25])=[CH:27][CH:28]=3)[CH:19]=[CH:20][CH:21]=1)[C:10]([CH3:24])([CH3:23])[CH2:9]2)=[O:5])[CH3:2]. The catalyst class is: 660. (7) Reactant: C([Mg]Cl)(C)C.[Cl:6][C:7]1[CH:8]=[CH:9][C:10](I)=[N:11][CH:12]=1.CN([CH:17]=[O:18])C. The catalyst class is: 1. Product: [Cl:6][C:7]1[CH:8]=[CH:9][C:10]([CH:17]=[O:18])=[N:11][CH:12]=1.